Task: Predict the product of the given reaction.. Dataset: Forward reaction prediction with 1.9M reactions from USPTO patents (1976-2016) Given the reactants [CH:1]1([CH2:4][C:5]2[N:10]([CH2:11][C:12]3[CH:17]=[CH:16][C:15]([C:18]([CH3:21])([CH3:20])[CH3:19])=[CH:14][CH:13]=3)[C:9](=[O:22])[CH:8]=[C:7]([OH:23])[N:6]=2)[CH2:3][CH2:2]1.[Cl-].[CH3:25][Al+]C.C1(CC#N)CC1.C(C1C=CC(CN)=CC=1)(C)(C)C.C(C(CC)(C([O-])=O)C([O-])=O)C.[Na].Cl, predict the reaction product. The product is: [CH:4]1([C:5]2[N:10]([CH2:11][C:12]3[CH:17]=[CH:16][C:15]([C:18]([CH3:19])([CH3:21])[CH3:20])=[CH:14][CH:13]=3)[C:9](=[O:22])[CH:8]=[C:7]([OH:23])[N:6]=2)[CH2:25][CH2:3][CH2:2][CH2:1]1.